This data is from Catalyst prediction with 721,799 reactions and 888 catalyst types from USPTO. The task is: Predict which catalyst facilitates the given reaction. (1) Reactant: [H-].[Na+].[O:3]([CH2:7][CH2:8][OH:9])[CH2:4][CH2:5][OH:6].I[CH2:11][CH2:12][C:13]12[CH2:22][CH:17]3[CH2:18][CH:19]([CH2:21][CH:15]([CH2:16]3)[CH2:14]1)[CH2:20]2. Product: [C:13]12([CH2:12][CH2:11][O:6][CH2:5][CH2:4][O:3][CH2:7][CH2:8][OH:9])[CH2:14][CH:15]3[CH2:21][CH:19]([CH2:18][CH:17]([CH2:16]3)[CH2:22]1)[CH2:20]2. The catalyst class is: 25. (2) Reactant: C([O:3][C:4](=O)[C:5]([F:25])([F:24])[CH2:6][N:7]([C:14]1[C:19]([N+:20]([O-])=O)=[CH:18][N:17]=[C:16]([Cl:23])[N:15]=1)[CH:8]1[CH2:13][CH2:12][CH2:11][CH2:10][CH2:9]1)C. Product: [Cl:23][C:16]1[N:17]=[CH:18][C:19]2[NH:20][C:4](=[O:3])[C:5]([F:25])([F:24])[CH2:6][N:7]([CH:8]3[CH2:13][CH2:12][CH2:11][CH2:10][CH2:9]3)[C:14]=2[N:15]=1. The catalyst class is: 180. (3) Reactant: C([N:8]1[CH2:16][CH2:15][N:14](CC2C=CC=CC=2)[CH2:13][CH2:12][N:11](CC2C=CC=CC=2)[CH2:10][CH2:9]1)C1C=CC=CC=1.[H][H]. Product: [NH:8]1[CH2:16][CH2:15][NH:14][CH2:13][CH2:12][NH:11][CH2:10][CH2:9]1. The catalyst class is: 285. (4) Reactant: C([O:4][C@H:5]1[CH2:9][CH2:8][N:7]([C:10]2[N:15]=[CH:14][C:13]([N:16]3[CH:21]=[CH:20][C:19]([O:22][CH2:23][C:24]4[CH:29]=[CH:28][C:27]([Cl:30])=[CH:26][CH:25]=4)=[CH:18][C:17]3=[O:31])=[CH:12][CH:11]=2)[CH2:6]1)(=O)C.C([O-])([O-])=O.[K+].[K+]. Product: [Cl:30][C:27]1[CH:26]=[CH:25][C:24]([CH2:23][O:22][C:19]2[CH:20]=[CH:21][N:16]([C:13]3[CH:14]=[N:15][C:10]([N:7]4[CH2:8][CH2:9][C@H:5]([OH:4])[CH2:6]4)=[CH:11][CH:12]=3)[C:17](=[O:31])[CH:18]=2)=[CH:29][CH:28]=1. The catalyst class is: 100. (5) Reactant: [O:1]1[CH2:5][CH2:4][CH:3]([OH:6])[CH2:2]1.C(N(CC)CC)C.[S:14](Cl)([CH3:17])(=[O:16])=[O:15].O. Product: [O:1]1[CH2:5][CH2:4][CH:3]([O:6][S:14]([CH3:17])(=[O:16])=[O:15])[CH2:2]1. The catalyst class is: 2.